Dataset: Reaction yield outcomes from USPTO patents with 853,638 reactions. Task: Predict the reaction yield, written as a fraction of the theoretical maximum amount of product (1.0 means a 100% yield; for example, 0.34 means a 34% yield). (1) The reactants are O(S(C(F)(F)F)(=O)=O)S(C(F)(F)F)(=O)=O.[CH2:16]([O:23][N:24]1[C:30](=[O:31])[N:29]2[CH2:32][C@H:25]1[CH2:26][CH2:27][C@H:28]2[C:33]([NH:35][NH:36][C:37](=O)[CH2:38][CH2:39][CH2:40][NH:41][C:42](=[O:48])[O:43][C:44]([CH3:47])([CH3:46])[CH3:45])=[O:34])[C:17]1[CH:22]=[CH:21][CH:20]=[CH:19][CH:18]=1.C([O-])(O)=O.[Na+]. The catalyst is C(Cl)Cl. The product is [CH2:16]([O:23][N:24]1[C:30](=[O:31])[N:29]2[CH2:32][C@H:25]1[CH2:26][CH2:27][C@H:28]2[C:33]1[O:34][C:37]([CH2:38][CH2:39][CH2:40][NH:41][C:42](=[O:48])[O:43][C:44]([CH3:46])([CH3:47])[CH3:45])=[N:36][N:35]=1)[C:17]1[CH:22]=[CH:21][CH:20]=[CH:19][CH:18]=1. The yield is 0.540. (2) The reactants are [Br:1][C:2]1[CH:25]=[CH:24][C:5]2[N:6]([C:20]([CH3:23])([CH3:22])[CH3:21])[C:7]([C:9]3[CH:14]=[CH:13][CH:12]=[CH:11][C:10]=3[C:15]3[N:16]=[N:17][NH:18][N:19]=3)=[N:8][C:4]=2[CH:3]=1.IC.[C:28]([O-])([O-])=O.[K+].[K+]. The catalyst is CN(C=O)C.CCOC(C)=O. The product is [Br:1][C:2]1[CH:25]=[CH:24][C:5]2[N:6]([C:20]([CH3:22])([CH3:21])[CH3:23])[C:7]([C:9]3[CH:14]=[CH:13][CH:12]=[CH:11][C:10]=3[C:15]3[N:16]=[N:17][N:18]([CH3:28])[N:19]=3)=[N:8][C:4]=2[CH:3]=1. The yield is 0.380. (3) The reactants are [CH2:1]([O:3][C:4]#[CH:5])[CH3:2].C([Li])CCC.CN(P(N(C)C)(N(C)C)=O)C.[CH2:22](Br)[C:23]1[CH:28]=[CH:27][CH:26]=[CH:25][CH:24]=1. The catalyst is C1COCC1. The product is [CH2:4]([O:3][C:1]#[C:2][CH2:22][C:23]1[CH:28]=[CH:27][CH:26]=[CH:25][CH:24]=1)[CH3:5]. The yield is 0.990. (4) The reactants are O[CH2:2][C:3]1[CH:4]=[CH:5][C:6]([O:24][CH3:25])=[C:7]([O:9][CH2:10][CH:11]2[CH2:16][CH2:15][N:14]([C:17]([O:19][C:20]([CH3:23])([CH3:22])[CH3:21])=[O:18])[CH2:13][CH2:12]2)[CH:8]=1.[CH2:26]([N:28](CC)CC)C.CS(Cl)(=O)=O.[C-]#N.[K+]. The catalyst is ClCCl.O.CN(C=O)C. The product is [C:26]([CH2:2][C:3]1[CH:4]=[CH:5][C:6]([O:24][CH3:25])=[C:7]([O:9][CH2:10][CH:11]2[CH2:12][CH2:13][N:14]([C:17]([O:19][C:20]([CH3:22])([CH3:23])[CH3:21])=[O:18])[CH2:15][CH2:16]2)[CH:8]=1)#[N:28]. The yield is 0.410. (5) The reactants are [NH2:1][C:2]1[N:7]=[C:6]([NH:8][C:9]2[CH:14]=[CH:13][C:12]([CH2:15][OH:16])=[CH:11][CH:10]=2)[CH:5]=[C:4](Cl)[N:3]=1.[Cl:18][C:19]1[CH:20]=[CH:21][C:22]([O:28][CH2:29][CH3:30])=[C:23](B(O)O)[CH:24]=1.C1(P(C2C=CC=CC=2)C2C=CC=CC=2)C=CC=CC=1.C(=O)([O-])[O-].[Na+].[Na+]. The catalyst is O.C([O-])(=O)C.[Pd+2].C([O-])(=O)C.C(COC)OC. The product is [NH2:1][C:2]1[N:7]=[C:6]([NH:8][C:9]2[CH:14]=[CH:13][C:12]([CH2:15][OH:16])=[CH:11][CH:10]=2)[CH:5]=[C:4]([C:21]2[CH:20]=[C:19]([Cl:18])[CH:24]=[CH:23][C:22]=2[O:28][CH2:29][CH3:30])[N:3]=1. The yield is 0.620. (6) The product is [CH2:15]([O:12][C:11](=[O:13])[C:9]1[CH:10]=[C:2]([Cl:1])[C:3]([C:4]([O:6][CH2:4][C:3]2[CH:7]=[CH:8][CH:9]=[CH:10][CH:2]=2)=[O:5])=[CH:7][C:8]=1[Cl:14])[C:16]1[CH:21]=[CH:20][CH:19]=[CH:18][CH:17]=1. The reactants are [Cl:1][C:2]1[CH:10]=[C:9]([C:11]([OH:13])=[O:12])[C:8]([Cl:14])=[CH:7][C:3]=1[C:4]([OH:6])=[O:5].[CH2:15](Br)[C:16]1[CH:21]=[CH:20][CH:19]=[CH:18][CH:17]=1.C(=O)([O-])[O-].[K+].[K+]. The yield is 0.750. The catalyst is CN(C)C=O.C(OCC)(=O)C. (7) The reactants are Br[C:2]1[CH:25]=[CH:24][C:5]([C:6]([NH:8][C:9]2[CH:14]=[C:13]([N:15]3[CH2:20][CH2:19][O:18][CH2:17][CH2:16]3)[N:12]3[N:21]=[CH:22][CH:23]=[C:11]3[N:10]=2)=[O:7])=[CH:4][CH:3]=1.N1C=CC=C[CH:27]=1.[F:32][C:33]([F:45])([F:44])[O:34]C1C=CC(C(Cl)=O)=CC=1. No catalyst specified. The product is [CH3:27][C:22]1[CH:23]=[C:11]2[N:10]=[C:9]([NH:8][C:6](=[O:7])[C:5]3[CH:24]=[CH:25][C:2]([O:34][C:33]([F:45])([F:44])[F:32])=[CH:3][CH:4]=3)[CH:14]=[C:13]([N:15]3[CH2:20][CH2:19][O:18][CH2:17][CH2:16]3)[N:12]2[N:21]=1. The yield is 0.410.